From a dataset of Full USPTO retrosynthesis dataset with 1.9M reactions from patents (1976-2016). Predict the reactants needed to synthesize the given product. (1) Given the product [CH3:1][O:2][C:3]([C:4]1([CH3:9])[C:10]2[C:11](=[CH:12][C:13]([Br:16])=[CH:14][CH:15]=2)[NH:17][C:5]1=[O:6])=[O:20], predict the reactants needed to synthesize it. The reactants are: [CH3:1][O:2][C:3](=[O:20])[C:4]([C:10]1[CH:15]=[CH:14][C:13]([Br:16])=[CH:12][C:11]=1[N+:17]([O-])=O)([CH3:9])[C:5](OC)=[O:6]. (2) Given the product [NH:8]([C:6]1[CH:7]=[C:2]([Cl:1])[N:3]=[CH:4][CH:5]=1)[C:12]1[CH:17]=[CH:16][CH:15]=[CH:14][CH:13]=1, predict the reactants needed to synthesize it. The reactants are: [Cl:1][C:2]1[CH:7]=[C:6]([N+:8]([O-])=O)[CH:5]=[CH:4][N:3]=1.N[C:12]1[CH:17]=[CH:16][CH:15]=[CH:14][CH:13]=1. (3) Given the product [Br:34][CH2:13][CH2:12][C:8]1[C:7]2[CH:6]=[CH:5][CH:4]=[C:3]([O:2][CH3:1])[C:11]=2[O:10][CH:9]=1, predict the reactants needed to synthesize it. The reactants are: [CH3:1][O:2][C:3]1[C:11]2[O:10][CH:9]=[C:8]([CH2:12][CH2:13]O)[C:7]=2[CH:6]=[CH:5][CH:4]=1.C1(P(C2C=CC=CC=2)C2C=CC=CC=2)C=CC=CC=1.[Br:34]Br.N1C=CC=CC=1. (4) Given the product [CH3:1]/[C:2](/[CH2:6][CH2:7][CH:8]=[C:9]([CH3:11])[CH3:10])=[CH:3]/[C:4]([OH:18])=[O:5], predict the reactants needed to synthesize it. The reactants are: [CH3:1]/[C:2](/[CH2:6][CH2:7][CH:8]=[C:9]([CH3:11])[CH3:10])=[CH:3]/[CH:4]=[O:5].CC(=CC)C.Cl([O-])=[O:18].[Na+]. (5) Given the product [OH:31][C:26]1[CH:25]=[C:24]([O:32][CH3:33])[CH:23]=[C:22]2[C:27]=1[C:28](=[O:30])[NH:29][C:20]([C:16]1[CH:17]=[C:18]([CH3:19])[C:13]([OH:12])=[C:14]([CH3:34])[CH:15]=1)=[N:21]2, predict the reactants needed to synthesize it. The reactants are: C([O-])=O.[NH4+].C([O:12][C:13]1[C:18]([CH3:19])=[CH:17][C:16]([C:20]2[NH:29][C:28](=[O:30])[C:27]3[C:22](=[CH:23][C:24]([O:32][CH3:33])=[CH:25][C:26]=3[OH:31])[N:21]=2)=[CH:15][C:14]=1[CH3:34])C1C=CC=CC=1. (6) Given the product [CH3:24][NH:1][C:2]1[CH:3]=[C:4]([C:8]2[N:13]3[N:14]=[CH:15][C:16]([C:17]([C:19]4[S:20][CH:21]=[CH:22][CH:23]=4)=[O:18])=[C:12]3[N:11]=[CH:10][CH:9]=2)[CH:5]=[CH:6][CH:7]=1, predict the reactants needed to synthesize it. The reactants are: [NH2:1][C:2]1[CH:3]=[C:4]([C:8]2[N:13]3[N:14]=[CH:15][C:16]([C:17]([C:19]4[S:20][CH:21]=[CH:22][CH:23]=4)=[O:18])=[C:12]3[N:11]=[CH:10][CH:9]=2)[CH:5]=[CH:6][CH:7]=1.[CH2:24]=O. (7) Given the product [CH2:8]([NH:15][S:16]([CH2:19][C@:20]12[C:26]([CH3:27])([CH3:28])[C@H:23]([CH2:24][CH2:25]1)[CH2:22][C@H:21]2[N:29]1[CH2:6][CH2:5][O:4][CH2:3][CH2:2]1)(=[O:18])=[O:17])[C:9]1[CH:14]=[CH:13][CH:12]=[CH:11][CH:10]=1, predict the reactants needed to synthesize it. The reactants are: Br[CH2:2][CH2:3][O:4][CH2:5][CH2:6]Br.[CH2:8]([NH:15][S:16]([CH2:19][C@:20]12[C:26]([CH3:28])([CH3:27])[C@H:23]([CH2:24][CH2:25]1)[CH2:22][C@H:21]2[NH2:29])(=[O:18])=[O:17])[C:9]1[CH:14]=[CH:13][CH:12]=[CH:11][CH:10]=1.C(N(CC)C(C)C)(C)C. (8) Given the product [CH3:40][O:39][C:14]1[CH:15]=[C:16]2[C:21](=[CH:22][CH:23]=1)[CH2:20][NH:24][CH2:26][C:17]2([CH3:29])[CH3:30], predict the reactants needed to synthesize it. The reactants are: C(OC(=O)CC1C=CC(C#C[C:14]2[CH:23]=[CH:22][C:21]3[CH:20]([N:24]([CH:26]4CC4)C)CC[C:17]([CH3:30])([CH3:29])[C:16]=3[CH:15]=2)=CC=1F)C.[H-].[Al+3].[Li+].[H-].[H-].[H-].[O:39]1CCC[CH2:40]1. (9) Given the product [NH:6]1[C:10]2[CH:11]=[CH:12][C:13]([C:15]([N:17]3[CH2:22][CH2:21][CH2:20][C@@H:19]4[C:23]5[CH:24]=[C:25]([C:43]#[CH:44])[CH:26]=[CH:27][C:28]=5[CH2:29][C@H:18]34)=[O:16])=[CH:14][C:9]=2[N:8]=[CH:7]1, predict the reactants needed to synthesize it. The reactants are: FC(F)(F)S([N:6]1[C:10]2[CH:11]=[CH:12][C:13]([C:15]([N:17]3[CH2:22][CH2:21][CH2:20][C@@H:19]4[C:23]5[CH:24]=[C:25](OS(C(F)(F)F)(=O)=O)[CH:26]=[CH:27][C:28]=5[CH2:29][C@H:18]34)=[O:16])=[CH:14][C:9]=2[N:8]=[CH:7]1)(=O)=O.N1[C:44]2C=CC=C[C:43]=2NC=1.